Dataset: Reaction yield outcomes from USPTO patents with 853,638 reactions. Task: Predict the reaction yield, written as a fraction of the theoretical maximum amount of product (1.0 means a 100% yield; for example, 0.34 means a 34% yield). (1) The catalyst is C(O)(C)C. The reactants are [C:1]([C:5]1[O:9][N:8]=[C:7]([NH:10][C:11]([NH:13][C:14]2[CH:19]=[CH:18][CH:17]=[C:16]([OH:20])[CH:15]=2)=[O:12])[CH:6]=1)([CH3:4])([CH3:3])[CH3:2].Cl[C:22]1[C:31]2[C:26](=[CH:27][C:28]([O:34][CH2:35][CH2:36][O:37][CH3:38])=[C:29]([O:32][CH3:33])[CH:30]=2)[N:25]=[CH:24][N:23]=1.C([O-])([O-])=O.[Cs+].[Cs+]. The product is [C:1]([C:5]1[O:9][N:8]=[C:7]([NH:10][C:11]([NH:13][C:14]2[CH:19]=[CH:18][CH:17]=[C:16]([O:20][C:22]3[C:31]4[C:26](=[CH:27][C:28]([O:34][CH2:35][CH2:36][O:37][CH3:38])=[C:29]([O:32][CH3:33])[CH:30]=4)[N:25]=[CH:24][N:23]=3)[CH:15]=2)=[O:12])[CH:6]=1)([CH3:4])([CH3:2])[CH3:3]. The yield is 0.683. (2) The reactants are [OH:1][C:2]1[C:9]([CH2:10][CH3:11])=[C:8]([O:12][CH3:13])[CH:7]=[CH:6][C:3]=1[CH:4]=O.[C:14](OCC)(=[O:21])[CH2:15][C:16]([O:18][CH2:19][CH3:20])=[O:17].N1CCCCC1. The catalyst is C(O)C. The product is [CH2:19]([O:18][C:16]([C:15]1[C:14](=[O:21])[O:1][C:2]2[C:3]([CH:4]=1)=[CH:6][CH:7]=[C:8]([O:12][CH3:13])[C:9]=2[CH2:10][CH3:11])=[O:17])[CH3:20]. The yield is 0.650. (3) The reactants are [NH2:1][C:2]1[CH:3]=[C:4]2[C:8](=[CH:9][CH:10]=1)[CH2:7][CH2:6][CH2:5]2.[C:11](OC(=O)C)(=[O:13])[CH3:12].O. The catalyst is N1C=CC=CC=1. The product is [C:11]([NH:1][C:2]1[CH:3]=[C:4]2[C:8](=[CH:9][CH:10]=1)[CH2:7][CH2:6][CH2:5]2)(=[O:13])[CH3:12]. The yield is 0.780. (4) The yield is 0.320. The reactants are [C:1]([O:5][C:6](=[O:52])[C@@H:7]([NH:31][C:32](=[O:51])[NH:33][C@@H:34]([CH2:42][CH2:43][C:44]([O:46][C:47]([CH3:50])([CH3:49])[CH3:48])=[O:45])[C:35]([O:37][C:38]([CH3:41])([CH3:40])[CH3:39])=[O:36])[CH2:8][CH2:9][CH2:10][CH2:11][NH:12][C:13](=[O:30])[CH2:14][CH2:15][CH2:16][CH2:17][CH2:18][CH2:19][C:20](ON1C(=O)CCC1=O)=[O:21])([CH3:4])([CH3:3])[CH3:2].[NH2:53][C@@H:54]([CH2:58][CH2:59][CH2:60][CH2:61][N:62]([CH2:70][C:71]([O:73][C:74]([CH3:77])([CH3:76])[CH3:75])=[O:72])[CH2:63][C:64]1[CH:69]=[CH:68][CH:67]=[CH:66][N:65]=1)[C:55]([OH:57])=[O:56].CCN(C(C)C)C(C)C. The product is [C:74]([O:73][C:71](=[O:72])[CH2:70][N:62]([CH2:63][C:64]1[CH:69]=[CH:68][CH:67]=[CH:66][N:65]=1)[CH2:61][CH2:60][CH2:59][CH2:58][C@@H:54]([C:55]([OH:57])=[O:56])[NH:53][C:20](=[O:21])[CH2:19][CH2:18][CH2:17][CH2:16][CH2:15][CH2:14][C:13](=[O:30])[NH:12][CH2:11][CH2:10][CH2:9][CH2:8][C@@H:7]([C:6]([O:5][C:1]([CH3:4])([CH3:3])[CH3:2])=[O:52])[NH:31][C:32](=[O:51])[NH:33][C@H:34]([C:35]([O:37][C:38]([CH3:39])([CH3:40])[CH3:41])=[O:36])[CH2:42][CH2:43][C:44](=[O:45])[O:46][C:47]([CH3:49])([CH3:50])[CH3:48])([CH3:77])([CH3:76])[CH3:75]. The catalyst is CN(C=O)C.